This data is from Reaction yield outcomes from USPTO patents with 853,638 reactions. The task is: Predict the reaction yield, written as a fraction of the theoretical maximum amount of product (1.0 means a 100% yield; for example, 0.34 means a 34% yield). (1) The reactants are [NH2:1][CH2:2][CH:3]([S:8]([OH:11])(=[O:10])=[O:9])[CH2:4][C:5]([OH:7])=[O:6].[C:12]1(=[O:18])[O:17][C:15](=[O:16])[CH:14]=[CH:13]1. The catalyst is CC(N(C)C)=O. The product is [C:5]([CH2:4][CH:3]([S:8]([OH:11])(=[O:9])=[O:10])[CH2:2][NH:1][C:12](=[O:18])/[CH:13]=[CH:14]\[C:15]([OH:17])=[O:16])([OH:7])=[O:6]. The yield is 0.830. (2) The reactants are [C:1]([CH:4]([CH:10](C)[C:11](=O)[C:12]1[CH:16]=[CH:15][S:14][CH:13]=1)[C:5]([O:7][CH2:8][CH3:9])=[O:6])(=O)[CH3:2].C([O-])(=O)C.[NH4+:23]. No catalyst specified. The product is [CH3:2][C:1]1[NH:23][C:11]([C:12]2[CH:16]=[CH:15][S:14][CH:13]=2)=[CH:10][C:4]=1[C:5]([O:7][CH2:8][CH3:9])=[O:6]. The yield is 0.910.